The task is: Predict the reaction yield, written as a fraction of the theoretical maximum amount of product (1.0 means a 100% yield; for example, 0.34 means a 34% yield).. This data is from Reaction yield outcomes from USPTO patents with 853,638 reactions. (1) The reactants are Cl.CCOCC.[Cl:7][C:8]1[CH:13]=[CH:12][C:11]([C:14]2[CH:19]=[CH:18][N:17]([C:20]3[CH:28]=[C:27]4[C:23]([C:24]5[CH2:33][CH2:32][N:31]([CH3:34])[CH2:30][C:25]=5[N:26]4[CH3:29])=[CH:22][CH:21]=3)[C:16](=[O:35])[CH:15]=2)=[C:10]([O:36][CH3:37])[CH:9]=1. The catalyst is C(Cl)Cl. The product is [ClH:7].[Cl:7][C:8]1[CH:13]=[CH:12][C:11]([C:14]2[CH:19]=[CH:18][N:17]([C:20]3[CH:28]=[C:27]4[C:23]([C:24]5[CH2:33][CH2:32][N:31]([CH3:34])[CH2:30][C:25]=5[N:26]4[CH3:29])=[CH:22][CH:21]=3)[C:16](=[O:35])[CH:15]=2)=[C:10]([O:36][CH3:37])[CH:9]=1. The yield is 0.680. (2) The reactants are [CH3:1][O:2][C:3]1[CH:11]=[C:10]([O:12][CH3:13])[CH:9]=[CH:8][C:4]=1[C:5]([OH:7])=[O:6].[Br:14]Br.S([O-])([O-])=O.[Na+].[Na+].O. The catalyst is C(O)(=O)C. The product is [Br:14][C:9]1[C:10]([O:12][CH3:13])=[CH:11][C:3]([O:2][CH3:1])=[C:4]([CH:8]=1)[C:5]([OH:7])=[O:6]. The yield is 0.960. (3) The reactants are Br[C:2]1[C:3]([F:11])=[C:4]([C:8](=[O:10])[CH3:9])[CH:5]=[CH:6][CH:7]=1.[CH2:12](B(O)O)[CH3:13].P([O-])([O-])([O-])=O.[K+].[K+].[K+].O. The catalyst is C1(C)C=CC=CC=1.C([O-])(=O)C.[Pd+2].C([O-])(=O)C. The product is [CH2:12]([C:2]1[C:3]([F:11])=[C:4]([C:8](=[O:10])[CH3:9])[CH:5]=[CH:6][CH:7]=1)[CH3:13]. The yield is 0.520. (4) The reactants are [C:1]([O:4][C:5]1[CH:13]=[CH:12][C:11]([Br:14])=[CH:10][C:6]=1[C:7]([OH:9])=O)(=[O:3])[CH3:2].[NH2:15][C:16]1[S:17][CH:18]=[C:19]([C:21]([CH3:24])([CH3:23])[CH3:22])[N:20]=1. No catalyst specified. The product is [C:1]([O:4][C:5]1[CH:13]=[CH:12][C:11]([Br:14])=[CH:10][C:6]=1[C:7]([NH:15][C:16]1[S:17][CH:18]=[C:19]([C:21]([CH3:24])([CH3:23])[CH3:22])[N:20]=1)=[O:9])(=[O:3])[CH3:2]. The yield is 0.594. (5) The reactants are [C:1]([O:5][C:6](=[O:20])[NH:7][C:8]1[S:9][C:10]2[CH:16]=[C:15]([CH2:17]Br)[CH:14]=[C:13]([Br:19])[C:11]=2[N:12]=1)([CH3:4])([CH3:3])[CH3:2].[NH:21]1[CH:25]=[CH:24][CH:23]=[N:22]1. The catalyst is CN(C=O)C. The product is [C:1]([O:5][C:6](=[O:20])[NH:7][C:8]1[S:9][C:10]2[CH:16]=[C:15]([CH2:17][N:21]3[CH:25]=[CH:24][CH:23]=[N:22]3)[CH:14]=[C:13]([Br:19])[C:11]=2[N:12]=1)([CH3:4])([CH3:3])[CH3:2]. The yield is 0.630. (6) The reactants are [C:1]12[CH2:13][CH2:12][CH2:11][CH2:10][C:9]=1[S:8][C:7]1[C:6](=[O:14])[NH:5][N:4]=[CH:3][C:2]2=1.[C:15]([O:18][CH2:19][C:20]1[C:25]([Br:26])=[CH:24][C:23]([F:27])=[CH:22][C:21]=1Br)(=[O:17])[CH3:16].CNCCNC.C([O-])([O-])=O.[Cs+].[Cs+]. The catalyst is [Cu]I.O1CCOCC1. The product is [C:15]([O:18][CH2:19][C:20]1[C:21]([N:5]2[C:6](=[O:14])[C:7]3[S:8][C:9]4[CH2:10][CH2:11][CH2:12][CH2:13][C:1]=4[C:2]=3[CH:3]=[N:4]2)=[CH:22][C:23]([F:27])=[CH:24][C:25]=1[Br:26])(=[O:17])[CH3:16]. The yield is 0.200. (7) The reactants are [F:1][C:2]([F:21])([F:20])[C:3]1[CH:8]=[CH:7][CH:6]=[CH:5][C:4]=1[C:9]1[O:10][C:11](=[O:19])[C:12]2[CH:18]=[CH:17][CH:16]=[N:15][C:13]=2[N:14]=1.[OH-].[NH4+:23]. No catalyst specified. The product is [F:1][C:2]([F:21])([F:20])[C:3]1[CH:8]=[CH:7][CH:6]=[CH:5][C:4]=1[C:9]([NH:14][C:13]1[N:15]=[CH:16][CH:17]=[CH:18][C:12]=1[C:11]([NH2:23])=[O:19])=[O:10]. The yield is 0.330. (8) The reactants are [Cl:1][C:2]1[CH:10]=[CH:9][C:8]([OH:11])=[CH:7][C:3]=1[C:4]([NH2:6])=[O:5].CS(O[CH:17]1[CH2:20][N:19]([C:21]([O:23][C:24]([CH3:27])([CH3:26])[CH3:25])=[O:22])[CH2:18]1)(=O)=O.C(=O)([O-])[O-].[Cs+].[Cs+]. The catalyst is C(#N)C.CC(N(C)C)=O. The product is [C:4]([C:3]1[CH:7]=[C:8]([CH:9]=[CH:10][C:2]=1[Cl:1])[O:11][CH:17]1[CH2:18][N:19]([C:21]([O:23][C:24]([CH3:27])([CH3:26])[CH3:25])=[O:22])[CH2:20]1)(=[O:5])[NH2:6]. The yield is 0.0970. (9) The product is [CH2:14]([O:13][NH:12][C@H:9]1[CH2:8][NH:7][C@H:6]([C:4]([NH2:26])=[O:3])[CH2:11][CH2:10]1)[C:15]1[CH:20]=[CH:19][CH:18]=[CH:17][CH:16]=1. The reactants are C([O:3][C:4]([C@@H:6]1[CH2:11][CH2:10][C@@H:9]([NH:12][O:13][CH2:14][C:15]2[CH:20]=[CH:19][CH:18]=[CH:17][CH:16]=2)[CH2:8][NH:7]1)=O)C.[Cl-].[Ca+2].[Cl-].CO.[NH3:26]. No catalyst specified. The yield is 0.860. (10) The reactants are [NH:1]1[C:9]2[C:4](=[CH:5][C:6]([C:10]([N:12]3[CH2:18][C:17]4([CH3:20])[CH2:19][CH:13]3[CH2:14][C:15]([CH3:22])([CH3:21])[CH2:16]4)=[O:11])=[CH:7][CH:8]=2)[CH:3]=[CH:2]1.C=O.[CH3:25][S:26]([O-:29])(=O)=[O:27].[Na+].[C:31](O)(=O)C. The catalyst is CN(C=O)C. The product is [CH3:31][S:26]([CH2:25][C:3]1[C:4]2[C:9](=[CH:8][CH:7]=[C:6]([C:10]([N:12]3[CH2:18][C:17]4([CH3:20])[CH2:19][CH:13]3[CH2:14][C:15]([CH3:22])([CH3:21])[CH2:16]4)=[O:11])[CH:5]=2)[NH:1][CH:2]=1)(=[O:29])=[O:27]. The yield is 0.430.